From a dataset of NCI-60 drug combinations with 297,098 pairs across 59 cell lines. Regression. Given two drug SMILES strings and cell line genomic features, predict the synergy score measuring deviation from expected non-interaction effect. (1) Drug 1: C1=CC=C(C=C1)NC(=O)CCCCCCC(=O)NO. Drug 2: C1CNP(=O)(OC1)N(CCCl)CCCl. Cell line: SNB-75. Synergy scores: CSS=6.89, Synergy_ZIP=3.98, Synergy_Bliss=1.06, Synergy_Loewe=-4.94, Synergy_HSA=1.11. (2) Drug 1: C1=CC(=CC=C1C#N)C(C2=CC=C(C=C2)C#N)N3C=NC=N3. Drug 2: C1=CN(C=N1)CC(O)(P(=O)(O)O)P(=O)(O)O. Cell line: NCI-H522. Synergy scores: CSS=2.27, Synergy_ZIP=-1.10, Synergy_Bliss=-1.44, Synergy_Loewe=0.160, Synergy_HSA=-0.658. (3) Drug 1: CC(C1=C(C=CC(=C1Cl)F)Cl)OC2=C(N=CC(=C2)C3=CN(N=C3)C4CCNCC4)N. Drug 2: CC1C(C(CC(O1)OC2CC(CC3=C2C(=C4C(=C3O)C(=O)C5=CC=CC=C5C4=O)O)(C(=O)C)O)N)O. Cell line: HOP-92. Synergy scores: CSS=44.9, Synergy_ZIP=1.16, Synergy_Bliss=2.92, Synergy_Loewe=-9.35, Synergy_HSA=5.43. (4) Drug 1: CN1C2=C(C=C(C=C2)N(CCCl)CCCl)N=C1CCCC(=O)O.Cl. Drug 2: COC1=NC(=NC2=C1N=CN2C3C(C(C(O3)CO)O)O)N. Cell line: OVCAR-4. Synergy scores: CSS=7.37, Synergy_ZIP=2.20, Synergy_Bliss=-1.84, Synergy_Loewe=-1.96, Synergy_HSA=-1.07. (5) Drug 1: CS(=O)(=O)C1=CC(=C(C=C1)C(=O)NC2=CC(=C(C=C2)Cl)C3=CC=CC=N3)Cl. Drug 2: CCN(CC)CCNC(=O)C1=C(NC(=C1C)C=C2C3=C(C=CC(=C3)F)NC2=O)C. Cell line: U251. Synergy scores: CSS=6.12, Synergy_ZIP=-2.85, Synergy_Bliss=-3.70, Synergy_Loewe=-4.44, Synergy_HSA=-3.21. (6) Drug 1: CC1C(C(CC(O1)OC2CC(CC3=C2C(=C4C(=C3O)C(=O)C5=C(C4=O)C(=CC=C5)OC)O)(C(=O)C)O)N)O.Cl. Drug 2: C1=NNC2=C1C(=O)NC=N2. Cell line: PC-3. Synergy scores: CSS=12.0, Synergy_ZIP=-3.45, Synergy_Bliss=-1.20, Synergy_Loewe=-10.8, Synergy_HSA=-1.62. (7) Drug 1: CN(C)N=NC1=C(NC=N1)C(=O)N. Drug 2: CN1C(=O)N2C=NC(=C2N=N1)C(=O)N. Cell line: OVCAR-8. Synergy scores: CSS=0.813, Synergy_ZIP=2.03, Synergy_Bliss=4.01, Synergy_Loewe=-0.981, Synergy_HSA=0.374. (8) Drug 1: CN1CCC(CC1)COC2=C(C=C3C(=C2)N=CN=C3NC4=C(C=C(C=C4)Br)F)OC. Drug 2: C1=CC(=C2C(=C1NCCNCCO)C(=O)C3=C(C=CC(=C3C2=O)O)O)NCCNCCO. Cell line: MCF7. Synergy scores: CSS=41.9, Synergy_ZIP=7.04, Synergy_Bliss=8.54, Synergy_Loewe=-2.35, Synergy_HSA=10.4. (9) Drug 1: CC(CN1CC(=O)NC(=O)C1)N2CC(=O)NC(=O)C2. Drug 2: CCC1=C2CN3C(=CC4=C(C3=O)COC(=O)C4(CC)O)C2=NC5=C1C=C(C=C5)O. Cell line: SK-MEL-5. Synergy scores: CSS=33.5, Synergy_ZIP=-5.42, Synergy_Bliss=-0.235, Synergy_Loewe=-12.1, Synergy_HSA=0.0784. (10) Drug 1: C1C(C(OC1N2C=NC(=NC2=O)N)CO)O. Drug 2: CC1CCCC2(C(O2)CC(NC(=O)CC(C(C(=O)C(C1O)C)(C)C)O)C(=CC3=CSC(=N3)C)C)C. Cell line: CAKI-1. Synergy scores: CSS=27.6, Synergy_ZIP=-0.998, Synergy_Bliss=-0.381, Synergy_Loewe=-9.03, Synergy_HSA=1.71.